Dataset: Forward reaction prediction with 1.9M reactions from USPTO patents (1976-2016). Task: Predict the product of the given reaction. (1) Given the reactants [F:1][CH2:2][C:3]1([CH2:21][F:22])[CH:8]=[C:7]([C:9](=[S:12])OC)[C:6]2[CH:13]=[C:14]([C:17]([F:20])([F:19])[F:18])[CH:15]=[CH:16][C:5]=2[O:4]1.C1CC[N:31]2C(=[N:27][CH2:28][CH2:29][CH2:30]2)CC1.NCCC#N.C(OCC)(=O)C, predict the reaction product. The product is: [C:28]([CH2:29][CH2:30][NH:31][C:9]([C:7]1[C:6]2[CH:13]=[C:14]([C:17]([F:20])([F:19])[F:18])[CH:15]=[CH:16][C:5]=2[O:4][C:3]([CH2:21][F:22])([CH2:2][F:1])[CH:8]=1)=[S:12])#[N:27]. (2) The product is: [CH2:21]([O:20][C:18]([C:10]1[NH:9][C:17]2[C:12]([C:11]=1[Br:1])=[CH:13][CH:14]=[CH:15][CH:16]=2)=[O:19])[CH3:22]. Given the reactants [Br:1]N1C(=O)CCC1=O.[NH:9]1[C:17]2[C:12](=[CH:13][CH:14]=[CH:15][CH:16]=2)[CH:11]=[C:10]1[C:18]([O:20][CH2:21][CH3:22])=[O:19], predict the reaction product. (3) Given the reactants [Cl:1][C:2]1[CH:3]=[C:4]([CH:24]=[CH:25][C:26]=1[C:27]([F:30])([F:29])[F:28])/[CH:5]=[C:6]1/[C:7](=[O:23])[C:8]2[C:13]([CH2:14]/1)=[CH:12][C:11]([N:15]1[CH2:20][CH2:19][O:18][CH2:17][CH2:16]1)=[C:10]([O:21][CH3:22])[CH:9]=2, predict the reaction product. The product is: [Cl:1][C:2]1[CH:3]=[C:4]([CH:24]=[CH:25][C:26]=1[C:27]([F:28])([F:29])[F:30])[CH2:5][CH:6]1[CH2:14][C:13]2[C:8](=[CH:9][C:10]([O:21][CH3:22])=[C:11]([N:15]3[CH2:16][CH2:17][O:18][CH2:19][CH2:20]3)[CH:12]=2)[C:7]1=[O:23]. (4) Given the reactants B.C1COCC1.[O:7]=[C:8]1[CH:13]=[C:12]([C:14](O)=[O:15])[CH:11]=[CH:10][NH:9]1.CO, predict the reaction product. The product is: [OH:15][CH2:14][C:12]1[CH:11]=[CH:10][NH:9][C:8](=[O:7])[CH:13]=1. (5) Given the reactants [CH:1]1([N:4]2[C:8]3[CH:9]=[CH:10][CH:11]=[CH:12][C:7]=3[N:6]([CH2:13][CH2:14][CH2:15][N:16]3[CH2:46][CH2:45][C:19]4([N:23]([C:24]5[CH:29]=[CH:28][CH:27]=[CH:26][CH:25]=5)[CH2:22][N:21]([CH2:30][C:31]5[CH:32]=[C:33]([CH:41]=[CH:42][CH:43]=5)[C:34]([O:36]C(C)(C)C)=[O:35])[C:20]4=[O:44])[CH2:18][CH2:17]3)[C:5]2=[O:47])[CH2:3][CH2:2]1.Cl, predict the reaction product. The product is: [CH:1]1([N:4]2[C:8]3[CH:9]=[CH:10][CH:11]=[CH:12][C:7]=3[N:6]([CH2:13][CH2:14][CH2:15][N:16]3[CH2:46][CH2:45][C:19]4([N:23]([C:24]5[CH:29]=[CH:28][CH:27]=[CH:26][CH:25]=5)[CH2:22][N:21]([CH2:30][C:31]5[CH:32]=[C:33]([CH:41]=[CH:42][CH:43]=5)[C:34]([OH:36])=[O:35])[C:20]4=[O:44])[CH2:18][CH2:17]3)[C:5]2=[O:47])[CH2:2][CH2:3]1. (6) Given the reactants Br[C:2]1[C:7]([CH3:8])=[CH:6][C:5]([C:9]2[N:10]=[N:11][N:12]([C:14]([CH3:18])([CH3:17])[CH2:15][OH:16])[N:13]=2)=[CH:4][C:3]=1[CH3:19].[F:20][C:21]1[CH:22]=[CH:23][C:24](B2OC(C)(C)C(C)(C)O2)=[C:25]2[C:29]=1[C@H:28]([O:30][C:31]1[CH:44]=[CH:43][C:34]3[C@H:35]([CH2:38][C:39]([O:41][CH3:42])=[O:40])[CH2:36][O:37][C:33]=3[CH:32]=1)[CH2:27][CH2:26]2.BrC1C=CC(F)=C2C=1CC[C@H]2OC1C=CC2[C@H](CC(OC)=O)COC=2C=1, predict the reaction product. The product is: [F:20][C:21]1[CH:22]=[CH:23][C:24]([C:2]2[C:7]([CH3:8])=[CH:6][C:5]([C:9]3[N:10]=[N:11][N:12]([C:14]([CH3:18])([CH3:17])[CH2:15][OH:16])[N:13]=3)=[CH:4][C:3]=2[CH3:19])=[C:25]2[C:29]=1[C@H:28]([O:30][C:31]1[CH:44]=[CH:43][C:34]3[C@H:35]([CH2:38][C:39]([O:41][CH3:42])=[O:40])[CH2:36][O:37][C:33]=3[CH:32]=1)[CH2:27][CH2:26]2.